Dataset: Reaction yield outcomes from USPTO patents with 853,638 reactions. Task: Predict the reaction yield, written as a fraction of the theoretical maximum amount of product (1.0 means a 100% yield; for example, 0.34 means a 34% yield). (1) The reactants are [CH:1]([C:3]1[CH:12]=[CH:11][C:6]([C:7]([O:9][CH3:10])=[O:8])=[CH:5][CH:4]=1)=O.[CH3:13][NH:14][C:15]1[CH:20]=[CH:19][CH:18]=[CH:17][C:16]=1[NH2:21]. The catalyst is [N+](C1C=CC=CC=1)([O-])=O. The product is [CH3:13][N:14]1[C:15]2[CH:20]=[CH:19][CH:18]=[CH:17][C:16]=2[N:21]=[C:1]1[C:3]1[CH:12]=[CH:11][C:6]([C:7]([O:9][CH3:10])=[O:8])=[CH:5][CH:4]=1. The yield is 0.650. (2) The reactants are [NH2:1][C@@H:2]([CH:47]([CH3:49])[CH3:48])[C:3]([NH:5][C@@H:6]([CH2:40][CH2:41][CH2:42][NH:43][C:44]([NH2:46])=[O:45])[C:7]([NH:9][C:10]1[CH:39]=[CH:38][C:13]([CH2:14][O:15][C:16]2[C:17]3[CH:37]=[CH:36][CH:35]=[CH:34][C:18]=3[C:19]3[C@H:20]([CH2:32][Cl:33])[CH2:21][N:22]([C:25]([O:27][C:28]([CH3:31])([CH3:30])[CH3:29])=[O:26])[C:23]=3[CH:24]=2)=[CH:12][CH:11]=1)=[O:8])=[O:4].[O:50]=[C:51]1[CH:55]=[CH:54][C:53](=[O:56])[N:52]1[CH2:57][CH2:58][CH2:59][CH2:60][CH2:61][C:62](ON1C(=O)CCC1=O)=[O:63].CCN(C(C)C)C(C)C. The catalyst is CS(C)=O. The product is [Cl:33][CH2:32][C@H:20]1[C:19]2[C:18]3[CH:34]=[CH:35][CH:36]=[CH:37][C:17]=3[C:16]([O:15][CH2:14][C:13]3[CH:12]=[CH:11][C:10]([NH:9][C:7](=[O:8])[C@@H:6]([NH:5][C:3](=[O:4])[C@@H:2]([NH:1][C:62](=[O:63])[CH2:61][CH2:60][CH2:59][CH2:58][CH2:57][N:52]4[C:53](=[O:56])[CH:54]=[CH:55][C:51]4=[O:50])[CH:47]([CH3:49])[CH3:48])[CH2:40][CH2:41][CH2:42][NH:43][C:44]([NH2:46])=[O:45])=[CH:39][CH:38]=3)=[CH:24][C:23]=2[N:22]([C:25]([O:27][C:28]([CH3:31])([CH3:30])[CH3:29])=[O:26])[CH2:21]1. The yield is 0.950. (3) The reactants are [Cl:1][C:2]1[N:3]([C@@H:15]2[O:21][C@H:20]([CH2:22][OH:23])[C@@H:18]([OH:19])[C@H:16]2[OH:17])[C:4]2[C:9]([C:10]=1[C:11]#[N:12])=[CH:8][C:7]([Cl:13])=[C:6]([Cl:14])[CH:5]=2.CN(C=O)C.Cl.[NH2:30][OH:31].[OH-].[K+]. The catalyst is CO.[Cl-].[Na+].O.CO.O.O. The product is [Cl:1][C:2]1[N:3]([C@@H:15]2[O:21][C@H:20]([CH2:22][OH:23])[C@@H:18]([OH:19])[C@H:16]2[OH:17])[C:4]2[C:9]([C:10]=1[C:11](=[N:30][OH:31])[NH2:12])=[CH:8][C:7]([Cl:13])=[C:6]([Cl:14])[CH:5]=2. The yield is 0.700. (4) The reactants are O.C([N:9]1[CH2:14][CH2:13][C@@H:12]([CH3:15])[C@@H:11]([N:16](C)[C:17](=[O:23])[O:18][C:19]([CH3:22])([CH3:21])[CH3:20])[CH2:10]1)C1C=CC=CC=1. The catalyst is C(O)C.[Pd]. The product is [CH3:15][C@@H:12]1[CH2:13][CH2:14][NH:9][CH2:10][C@@H:11]1[NH:16][C:17](=[O:23])[O:18][C:19]([CH3:22])([CH3:21])[CH3:20]. The yield is 0.870. (5) The reactants are [C:1]([C:4]1[CH:9]=[CH:8][CH:7]=[CH:6][N:5]=1)(=O)[CH3:2].[NH2:10][C:11]1[CH:16]=[CH:15][CH:14]=[CH:13][C:12]=1[OH:17].C1(C)C=CC(S(O)(=O)=O)=CC=1. The catalyst is C1(C)C=CC=CC=1. The product is [N:5]1[CH:6]=[CH:7][CH:8]=[CH:9][C:4]=1[CH2:1][CH2:2][N:10]=[C:11]1[CH:16]=[CH:15][CH:14]=[CH:13][CH:12]1[OH:17]. The yield is 0.330. (6) The reactants are [NH2:1][C:2]1[C:3]([C:17]([O-:19])=[O:18])=[N:4][C:5]([C:9]2[C:14]([F:15])=[CH:13][CH:12]=[CH:11][C:10]=2[F:16])=[C:6]([F:8])[CH:7]=1.[Li+].[OH-]. No catalyst specified. The product is [NH2:1][C:2]1[C:3]([C:17]([OH:19])=[O:18])=[N:4][C:5]([C:9]2[C:14]([F:15])=[CH:13][CH:12]=[CH:11][C:10]=2[F:16])=[C:6]([F:8])[CH:7]=1. The yield is 0.790. (7) The reactants are [C:1]([C:5]1[CH:23]=[C:8]2[N:9]=[C:10]([CH3:22])[C:11]([CH:14]([CH2:19][CH2:20][CH3:21])[C:15]([O:17][CH3:18])=[O:16])=[C:12](Cl)[N:7]2[N:6]=1)([CH3:4])([CH3:3])[CH3:2].[NH:24]1[C:32]2[C:27](=[CH:28][C:29](B(O)O)=[CH:30][CH:31]=2)[CH:26]=[CH:25]1.C(N(C(C)C)CC)(C)C. The catalyst is COCCOC.O. The product is [C:1]([C:5]1[CH:23]=[C:8]2[N:9]=[C:10]([CH3:22])[C:11]([CH:14]([CH2:19][CH2:20][CH3:21])[C:15]([O:17][CH3:18])=[O:16])=[C:12]([C:29]3[CH:28]=[C:27]4[C:32](=[CH:31][CH:30]=3)[NH:24][CH:25]=[CH:26]4)[N:7]2[N:6]=1)([CH3:4])([CH3:3])[CH3:2]. The yield is 0.980. (8) The yield is 0.350. The reactants are [CH:1]([O:4][C:5]([NH:7][C@H:8]([C:19]1[CH:24]=[CH:23][CH:22]=[CH:21][CH:20]=1)[C:9]([N:11]1[CH2:15][CH2:14][CH2:13][C@H:12]1[C:16](O)=[O:17])=[O:10])=[O:6])([CH3:3])[CH3:2].[NH2:25][CH2:26][C:27]1[CH:28]=[C:29]2[C:34](=[CH:35][CH:36]=1)[C:33]([NH2:37])=[N:32][CH:31]=[CH:30]2.CN1CCOCC1.F[B-](F)(F)F.N1(OC(N(C)C)=[N+](C)C)C2C=CC=CC=2N=N1. The catalyst is CN(C)C=O.CC(O)=O. The product is [CH:1]([O:4][C:5](=[O:6])[NH:7][C@H:8]([C:19]1[CH:20]=[CH:21][CH:22]=[CH:23][CH:24]=1)[C:9]([N:11]1[CH2:15][CH2:14][CH2:13][C@H:12]1[C:16](=[O:17])[NH:25][CH2:26][C:27]1[CH:28]=[C:29]2[C:34](=[CH:35][CH:36]=1)[C:33]([NH2:37])=[N:32][CH:31]=[CH:30]2)=[O:10])([CH3:3])[CH3:2]. (9) The reactants are [Cl:1][C:2]1[N:9]=[C:8](Cl)[CH:7]=[C:6]([CH3:11])[C:3]=1[C:4]#[N:5].[OH2:12].Cl.[CH3:14]O. No catalyst specified. The product is [Cl:1][C:2]1[N:9]=[C:8]([O:12][CH3:14])[CH:7]=[C:6]([CH3:11])[C:3]=1[C:4]#[N:5]. The yield is 0.500. (10) The reactants are S[C:2]1[CH:7]=[CH:6][CH:5]=[CH:4][N:3]=1.[S:8](=[O:12])(=O)(O)[OH:9].[Cl:13][O-].[Na+]. The catalyst is O. The product is [N:3]1[CH:4]=[CH:5][CH:6]=[CH:7][C:2]=1[S:8]([Cl:13])(=[O:12])=[O:9]. The yield is 0.770.